Dataset: HIV replication inhibition screening data with 41,000+ compounds from the AIDS Antiviral Screen. Task: Binary Classification. Given a drug SMILES string, predict its activity (active/inactive) in a high-throughput screening assay against a specified biological target. (1) The compound is COC(=O)C1=C(OC)C(C(=O)OC)C2(C)C(C(=O)OC)=C(OC)C(C(=O)OC)C12C. The result is 0 (inactive). (2) The drug is CC(=NNC(=O)C[n+]1ccccc1)c1sc(-c2nc(C)c(C(C)=NNC(=O)C[n+]3ccccc3)s2)nc1C.[Cl-]. The result is 0 (inactive). (3) The compound is CCOC(=O)C1=C(Nc2cccc3ccccc23)OCC1=O. The result is 0 (inactive). (4) The molecule is N#CC(=CNC(=S)Nc1ccccc1)C(N)=O. The result is 0 (inactive).